This data is from Retrosynthesis with 50K atom-mapped reactions and 10 reaction types from USPTO. The task is: Predict the reactants needed to synthesize the given product. (1) Given the product CCOC(=O)COc1cccc(Cn2c(-c3ccccc3)cc3cc(OC)ccc32)c1, predict the reactants needed to synthesize it. The reactants are: CCOC(=O)CBr.COc1ccc2c(c1)cc(-c1ccccc1)n2Cc1cccc(O)c1. (2) Given the product COc1cc2c(cc1OCC1CCCCO1)Nc1cc(-c3ccc([N+](=O)[O-])c(OC)c3)ccc1C(=O)N2, predict the reactants needed to synthesize it. The reactants are: BrCC1CCCCO1.COc1cc2c(cc1O)Nc1cc(-c3ccc([N+](=O)[O-])c(OC)c3)ccc1C(=O)N2.